Dataset: Peptide-MHC class I binding affinity with 185,985 pairs from IEDB/IMGT. Task: Regression. Given a peptide amino acid sequence and an MHC pseudo amino acid sequence, predict their binding affinity value. This is MHC class I binding data. The peptide sequence is GLAEKPNDY. The binding affinity (normalized) is 0.0847. The MHC is HLA-A02:01 with pseudo-sequence HLA-A02:01.